This data is from Forward reaction prediction with 1.9M reactions from USPTO patents (1976-2016). The task is: Predict the product of the given reaction. (1) Given the reactants [CH3:1][O:2][C:3]1[CH:8]=[C:7]([O:9][CH3:10])[CH:6]=[C:5]([O:11][CH3:12])[C:4]=1[C:13]1[CH:18]=[CH:17][CH:16]=[CH:15][CH:14]=1.[Br:19]N1C(=O)CCC1=O, predict the reaction product. The product is: [Br:19][C:8]1[C:3]([O:2][CH3:1])=[C:4]([C:13]2[CH:18]=[CH:17][CH:16]=[CH:15][CH:14]=2)[C:5]([O:11][CH3:12])=[CH:6][C:7]=1[O:9][CH3:10]. (2) Given the reactants [F:1][C:2]([F:15])([F:14])[C:3]1[CH:13]=[N:12][C:6]2[O:7][CH2:8][C:9](=O)[NH:10][C:5]=2[CH:4]=1.[H-].[Al+3].[Li+].[H-].[H-].[H-].O.C(=O)([O-])O.[Na+], predict the reaction product. The product is: [F:14][C:2]([F:1])([F:15])[C:3]1[CH:13]=[N:12][C:6]2[O:7][CH2:8][CH2:9][NH:10][C:5]=2[CH:4]=1. (3) The product is: [ClH:21].[Cl:21][C:22]1[CH:23]=[C:24]([N:28]2[CH2:33][CH2:32][N:31]([CH2:15][CH2:14][CH2:13][CH2:12][CH:5]3[C:4]4[C:8](=[CH:9][CH:10]=[C:2]([F:1])[CH:3]=4)[NH:7][C:6]3=[O:11])[CH2:30][CH2:29]2)[CH:25]=[CH:26][CH:27]=1. Given the reactants [F:1][C:2]1[CH:3]=[C:4]2[C:8](=[CH:9][CH:10]=1)[NH:7][C:6](=[O:11])[CH:5]2[CH2:12][CH2:13][CH2:14][CH2:15]OS(C)(=O)=O.[Cl:21][C:22]1[CH:23]=[C:24]([N:28]2[CH2:33][CH2:32][NH:31][CH2:30][CH2:29]2)[CH:25]=[CH:26][CH:27]=1, predict the reaction product. (4) Given the reactants [CH2:1]([O:4][C:5]([C:7]1[C:15]2[C:14](=[O:16])[CH2:13][CH2:12][CH2:11][C:10]=2[NH:9][CH:8]=1)=[O:6])[CH2:2][CH3:3].[N-:17]=[N+]=[N-].[Na+], predict the reaction product. The product is: [CH2:1]([O:4][C:5]([C:7]1[C:15]2[C:14](=[O:16])[NH:17][CH2:13][CH2:12][CH2:11][C:10]=2[NH:9][CH:8]=1)=[O:6])[CH2:2][CH3:3]. (5) Given the reactants [CH3:1][O:2][C:3]1[CH:4]=[C:5]([CH:8]=[CH:9][C:10]=1[C:11]1[CH:16]=[CH:15][N:14]=[C:13]([CH3:17])[CH:12]=1)[CH:6]=O.[C:18](=O)([O-])[O-].[K+].[K+].[N+](=C(P(=O)(OCC)OCC)C(=O)C)=[N-], predict the reaction product. The product is: [C:6]([C:5]1[CH:8]=[CH:9][C:10]([C:11]2[CH:16]=[CH:15][N:14]=[C:13]([CH3:17])[CH:12]=2)=[C:3]([O:2][CH3:1])[CH:4]=1)#[CH:18]. (6) Given the reactants [C:1]([C:4]1[CH:11]=[CH:10][C:7]([CH:8]=O)=[CH:6][CH:5]=1)([OH:3])=[O:2].[F:12][C:13]1[CH:18]=[CH:17][C:16]([CH2:19][CH2:20][C:21](=[O:28])[CH2:22][C:23]([O:25][CH2:26][CH3:27])=[O:24])=[CH:15][CH:14]=1.N1CCCCC1, predict the reaction product. The product is: [CH2:26]([O:25][C:23]([C:22]([C:21](=[O:28])[CH2:20][CH2:19][C:16]1[CH:15]=[CH:14][C:13]([F:12])=[CH:18][CH:17]=1)=[CH:8][C:7]1[CH:10]=[CH:11][C:4]([C:1]([OH:3])=[O:2])=[CH:5][CH:6]=1)=[O:24])[CH3:27]. (7) The product is: [CH3:8][C:3]1[CH:4]=[C:5]([CH3:7])[CH:6]=[C:1]([CH3:14])[C:2]=1[S:9]([O-:12])(=[O:11])=[O:10].[NH2:13][N+:25]1[CH:24]=[C:23]([F:26])[C:18]([C:19]([O:21][CH3:22])=[O:20])=[CH:17][C:16]=1[NH2:15]. Given the reactants [C:1]1([CH3:14])[CH:6]=[C:5]([CH3:7])[CH:4]=[C:3]([CH3:8])[C:2]=1[S:9]([O:12][NH2:13])(=[O:11])=[O:10].[NH2:15][C:16]1[CH:17]=[C:18]([C:23]([F:26])=[CH:24][N:25]=1)[C:19]([O:21][CH3:22])=[O:20], predict the reaction product. (8) Given the reactants [OH-].[Na+].Cl.[NH2:4][CH2:5][CH2:6][N:7]1[C:11]2[CH:12]=[CH:13][CH:14]=[CH:15][C:10]=2[NH:9][C:8]1=[O:16].[C:17](OC(=O)C)(=[O:19])[CH3:18].Cl, predict the reaction product. The product is: [O:16]=[C:8]1[N:7]([CH2:6][CH2:5][NH:4][C:17](=[O:19])[CH3:18])[C:11]2[CH:12]=[CH:13][CH:14]=[CH:15][C:10]=2[NH:9]1. (9) Given the reactants [CH3:1][N:2]([CH3:34])[C@H:3]1[CH2:7][CH2:6][N:5]([C:8]2[C:9]([C:28]3[CH:33]=[CH:32][CH:31]=[CH:30][CH:29]=3)=[C:10]([CH3:27])[C:11]([C:25]#[N:26])=[C:12]3[C:16]=2[O:15][C:14](/[CH:17]=[CH:18]/[C:19]2[CH:24]=[CH:23][CH:22]=[CH:21][CH:20]=2)=[N:13]3)[CH2:4]1.Cl.C(O)C.[H][H], predict the reaction product. The product is: [CH3:34][N:2]([CH3:1])[C@H:3]1[CH2:7][CH2:6][N:5]([C:8]2[C:9]([C:28]3[CH:33]=[CH:32][CH:31]=[CH:30][CH:29]=3)=[C:10]([CH3:27])[C:11]([C:25]#[N:26])=[C:12]3[C:16]=2[O:15][C:14]([CH2:17][CH2:18][C:19]2[CH:24]=[CH:23][CH:22]=[CH:21][CH:20]=2)=[N:13]3)[CH2:4]1.